The task is: Regression/Classification. Given a drug SMILES string, predict its toxicity properties. Task type varies by dataset: regression for continuous values (e.g., LD50, hERG inhibition percentage) or binary classification for toxic/non-toxic outcomes (e.g., AMES mutagenicity, cardiotoxicity, hepatotoxicity). Dataset: ld50_zhu.. This data is from Acute oral toxicity (LD50) regression data from Zhu et al.. The drug is CCCC(C)(COC(N)=O)COC(=O)NC(C)C. The rat oral LD50 is 2.29, given as -log10 of the dose in mol/kg body weight (higher means more acutely toxic).